Dataset: Forward reaction prediction with 1.9M reactions from USPTO patents (1976-2016). Task: Predict the product of the given reaction. Given the reactants C([O:8][C:9]1[CH:10]=[CH:11][C:12]2[C:13]3[S:22][C:21]([CH2:23][CH2:24][CH3:25])=[N:20][C:14]=3[C:15]([NH2:19])=[N:16][C:17]=2[CH:18]=1)C1C=CC=CC=1.Br.[OH-].[Na+], predict the reaction product. The product is: [OH:8][C:9]1[CH:10]=[CH:11][C:12]2[C:13]3[S:22][C:21]([CH2:23][CH2:24][CH3:25])=[N:20][C:14]=3[C:15]([NH2:19])=[N:16][C:17]=2[CH:18]=1.